This data is from Forward reaction prediction with 1.9M reactions from USPTO patents (1976-2016). The task is: Predict the product of the given reaction. (1) Given the reactants [C:1]1([OH:11])[C:10]2[C:5](=[CH:6][CH:7]=[CH:8][CH:9]=2)[CH:4]=[CH:3][CH:2]=1.C(=O)([O-])[O-].[K+].[K+].Cl[CH2:19][C:20]([C:22]1[CH:27]=[C:26]([N+:28]([O-:30])=[O:29])[C:25]([OH:31])=[C:24]([OH:32])[CH:23]=1)=[O:21], predict the reaction product. The product is: [OH:32][C:24]1[CH:23]=[C:22]([C:20](=[O:21])[CH2:19][O:11][C:1]2[C:10]3[C:5](=[CH:6][CH:7]=[CH:8][CH:9]=3)[CH:4]=[CH:3][CH:2]=2)[CH:27]=[C:26]([N+:28]([O-:30])=[O:29])[C:25]=1[OH:31]. (2) Given the reactants [CH3:1][S:2][C:3]1[N:4]=[C:5]([C:9]2[CH:10]=[N:11][CH:12]=[CH:13][CH:14]=2)[S:6][C:7]=1[NH2:8].CN(C1C=CC=CN=1)C.[CH3:24][S:25][CH2:26][CH2:27][C:28](Cl)=[O:29], predict the reaction product. The product is: [CH3:24][S:25][CH2:26][CH2:27][C:28]([NH:8][C:7]1[S:6][C:5]([C:9]2[CH:10]=[N:11][CH:12]=[CH:13][CH:14]=2)=[N:4][C:3]=1[S:2][CH3:1])=[O:29]. (3) Given the reactants [NH2:1][C:2]1[CH:7]=[CH:6][C:5]([N:8]2[C:14](=[O:15])[CH2:13][C:12](=[O:16])[NH:11][C:10]3[C:17]4[C:22]([CH:23]=[CH:24][C:9]2=3)=[CH:21][CH:20]=[CH:19][CH:18]=4)=[CH:4][CH:3]=1.[Cl:25][C:26]1[CH:34]=[C:33]([Cl:35])[CH:32]=[CH:31][C:27]=1[C:28](Cl)=[O:29].C(NC1C=CC(N2C(=O)CC(=O)NC3C4C(C=CC2=3)=CC=CC=4)=CC=1)(=O)C1C=CC=CC=1, predict the reaction product. The product is: [Cl:25][C:26]1[CH:34]=[C:33]([Cl:35])[CH:32]=[CH:31][C:27]=1[C:28]([NH:1][C:2]1[CH:7]=[CH:6][C:5]([N:8]2[C:14](=[O:15])[CH2:13][C:12](=[O:16])[NH:11][C:10]3[C:17]4[C:22]([CH:23]=[CH:24][C:9]2=3)=[CH:21][CH:20]=[CH:19][CH:18]=4)=[CH:4][CH:3]=1)=[O:29]. (4) Given the reactants [Br:1][C:2]1[CH:3]=[CH:4][C:5]([CH3:8])=[N:6][CH:7]=1.OO.C([O-])([O-])=[O:12].[K+].[K+], predict the reaction product. The product is: [Br:1][C:2]1[CH:3]=[CH:4][C:5]([CH3:8])=[N+:6]([O-:12])[CH:7]=1.